Dataset: Catalyst prediction with 721,799 reactions and 888 catalyst types from USPTO. Task: Predict which catalyst facilitates the given reaction. (1) Reactant: [CH:1]1([NH:6][C:7]2[CH:12]=[C:11]([NH:13][CH:14]3[CH2:16][CH2:15]3)[N:10]3[N:17]=[CH:18][C:19]([CH:20]=O)=[C:9]3[N:8]=2)[CH2:5][CH2:4][CH2:3][CH2:2]1.[NH:22]1[CH2:28][C:26](=[O:27])[NH:25][C:23]1=[O:24].N1CCCCC1. Product: [CH:1]1([NH:6][C:7]2[CH:12]=[C:11]([NH:13][CH:14]3[CH2:16][CH2:15]3)[N:10]3[N:17]=[CH:18][C:19](/[CH:20]=[C:28]4/[C:26](=[O:27])[NH:25][C:23](=[O:24])[NH:22]/4)=[C:9]3[N:8]=2)[CH2:2][CH2:3][CH2:4][CH2:5]1. The catalyst class is: 8. (2) Reactant: [H-].[Na+].[C:3]1([CH:9]2[CH2:13][CH2:12][NH:11][CH2:10]2)[CH:8]=[CH:7][CH:6]=[CH:5][CH:4]=1.[Cl:14][C:15]1[CH:16]=[C:17]2[C:21](=[CH:22][CH:23]=1)[NH:20][CH:19]=[C:18]2[CH2:24][CH2:25][NH:26][C:27](=O)[O:28]C1C=CC=CC=1. Product: [Cl:14][C:15]1[CH:16]=[C:17]2[C:21](=[CH:22][CH:23]=1)[NH:20][CH:19]=[C:18]2[CH2:24][CH2:25][NH:26][C:27]([N:11]1[CH2:12][CH2:13][CH:9]([C:3]2[CH:8]=[CH:7][CH:6]=[CH:5][CH:4]=2)[CH2:10]1)=[O:28]. The catalyst class is: 1. (3) Reactant: [NH:1]1[CH2:6][CH2:5][CH:4]([C:7]([OH:9])=[O:8])[CH2:3][CH2:2]1.Cl.NC(N)=N.[C:15](O[C:15]([O:17][C:18]([CH3:21])([CH3:20])[CH3:19])=[O:16])([O:17][C:18]([CH3:21])([CH3:20])[CH3:19])=[O:16]. Product: [C:18]([O:17][C:15]([N:1]1[CH2:6][CH2:5][CH:4]([C:7]([OH:9])=[O:8])[CH2:3][CH2:2]1)=[O:16])([CH3:21])([CH3:20])[CH3:19]. The catalyst class is: 14. (4) Reactant: Cl.[CH2:2]([O:4][C:5](=[O:15])[C@H:6]([CH2:8][C:9]1[CH:14]=[CH:13][CH:12]=[CH:11][CH:10]=1)[NH2:7])[CH3:3].[C:16](=O)(O)[O-:17].[Na+].C(Cl)(Cl)=O.C1(C)C=CC=CC=1. Product: [CH2:2]([O:4][C:5](=[O:15])[CH:6]([N:7]=[C:16]=[O:17])[CH2:8][C:9]1[CH:14]=[CH:13][CH:12]=[CH:11][CH:10]=1)[CH3:3]. The catalyst class is: 2. (5) Reactant: Br[C:2]12[CH2:11][C:6]3([CH3:12])[CH2:7][CH:8]([CH2:10][C:4]([CH3:13])([CH2:5]3)[CH2:3]1)[CH2:9]2.[NH2:14]C(N)=O.P(=O)(O)(O)O.[OH-].[K+]. Product: [NH2:14][C:2]12[CH2:11][C:6]3([CH3:12])[CH2:7][CH:8]([CH2:10][C:4]([CH3:13])([CH2:5]3)[CH2:3]1)[CH2:9]2. The catalyst class is: 106. (6) Reactant: [F:1][C:2]1[C:7]([F:8])=[CH:6][CH:5]=[CH:4][C:3]=1[CH2:9][CH2:10][C:11]1[N:16]([CH2:17][C:18]([N:20]([CH2:34][C:35]2[CH:40]=[CH:39][C:38]([C:41]3[CH:46]=[CH:45][C:44]([C:47]([F:50])([F:49])[F:48])=[CH:43][CH:42]=3)=[CH:37][CH:36]=2)[CH:21]2[CH2:26][CH2:25][N:24]([C:27]([CH3:33])([CH3:32])[C:28]([O:30][CH3:31])=[O:29])[CH2:23][CH2:22]2)=[O:19])[C:15]2[N:51]=[CH:52][CH:53]=[CH:54][C:14]=2[C:13](=[O:55])[N:12]=1.[C:56]([OH:65])(=[O:64])[C@@H:57]([C@H:59]([C:61]([OH:63])=[O:62])[OH:60])[OH:58]. Product: [OH:60][CH:59]([CH:57]([OH:58])[C:56]([OH:65])=[O:64])[C:61]([OH:63])=[O:62].[F:1][C:2]1[C:7]([F:8])=[CH:6][CH:5]=[CH:4][C:3]=1[CH2:9][CH2:10][C:11]1[N:16]([CH2:17][C:18]([N:20]([CH2:34][C:35]2[CH:40]=[CH:39][C:38]([C:41]3[CH:42]=[CH:43][C:44]([C:47]([F:50])([F:48])[F:49])=[CH:45][CH:46]=3)=[CH:37][CH:36]=2)[CH:21]2[CH2:22][CH2:23][N:24]([C:27]([CH3:32])([CH3:33])[C:28]([O:30][CH3:31])=[O:29])[CH2:25][CH2:26]2)=[O:19])[C:15]2[N:51]=[CH:52][CH:53]=[CH:54][C:14]=2[C:13](=[O:55])[N:12]=1. The catalyst class is: 5. (7) Reactant: O1CCCC1.CS(C)=O.[O:10]1[CH2:14][CH2:13][CH2:12][CH:11]1[CH2:15][CH2:16][C:17]1[CH:22]=[CH:21][C:20](/[CH:23]=[CH:24]/[N+:25]([O-:27])=[O:26])=[CH:19][CH:18]=1.C(O)(=O)C.[BH4-].[Na+]. Product: [O:10]1[CH2:14][CH2:13][CH2:12][CH:11]1[CH2:15][CH2:16][C:17]1[CH:22]=[CH:21][C:20]([CH2:23][CH2:24][N+:25]([O-:27])=[O:26])=[CH:19][CH:18]=1. The catalyst class is: 6. (8) Reactant: [C:1]1([NH2:8])[CH:6]=[CH:5][CH:4]=[CH:3][C:2]=1[NH2:7].[CH3:9][O:10][C:11]1[CH:12]=[C:13]([CH:19]=[CH:20][CH:21]=1)[O:14][CH2:15][C:16](O)=O. Product: [N:7]1[C:2]2[CH:3]=[CH:4][CH:5]=[CH:6][C:1]=2[NH:8][C:16]=1[CH2:15][O:14][C:13]1[CH:19]=[CH:20][CH:21]=[C:11]([O:10][CH3:9])[CH:12]=1. The catalyst class is: 33.